Dataset: Full USPTO retrosynthesis dataset with 1.9M reactions from patents (1976-2016). Task: Predict the reactants needed to synthesize the given product. (1) Given the product [CH3:27][C:23]1[N:24]=[C:25]([CH3:26])[N:21]([C:19]2[N:18]=[C:17]([CH3:28])[N:16]=[C:15]([N:13]3[CH2:14][CH:11]([C:9]4[NH:8][C:3]5[CH:4]=[CH:5][CH:6]=[CH:7][C:2]=5[N:1]=4)[CH2:12]3)[CH:20]=2)[N:22]=1, predict the reactants needed to synthesize it. The reactants are: [NH2:1][C:2]1[CH:7]=[CH:6][CH:5]=[CH:4][C:3]=1[NH:8][C:9]([CH:11]1[CH2:14][N:13]([C:15]2[CH:20]=[C:19]([N:21]3[C:25]([CH3:26])=[N:24][C:23]([CH3:27])=[N:22]3)[N:18]=[C:17]([CH3:28])[N:16]=2)[CH2:12]1)=O. (2) Given the product [F:8][C:6]1[C:5]([Br:9])=[CH:4][C:3]2[N:10]([CH:11]3[CH2:16][CH2:15][N:14]([C:17]([O:19][C:20]([CH3:23])([CH3:22])[CH3:21])=[O:18])[CH2:13][CH2:12]3)[C:24](=[O:25])[NH:1][C:2]=2[CH:7]=1, predict the reactants needed to synthesize it. The reactants are: [NH2:1][C:2]1[CH:7]=[C:6]([F:8])[C:5]([Br:9])=[CH:4][C:3]=1[NH:10][CH:11]1[CH2:16][CH2:15][N:14]([C:17]([O:19][C:20]([CH3:23])([CH3:22])[CH3:21])=[O:18])[CH2:13][CH2:12]1.[C:24](C1NC=CN=1)(C1NC=CN=1)=[O:25]. (3) The reactants are: CN(C=O)C.Br[C:7]1[CH:12]=[CH:11][C:10]([S:13]([NH:16][CH2:17][C:18]([F:21])([F:20])[F:19])(=[O:15])=[O:14])=[CH:9][C:8]=1[N+:22]([O-:24])=[O:23].[O:25]1[CH2:29][CH:28]=[CH:27][CH2:26]1. Given the product [O:25]1[CH2:29][CH:28]=[C:27]([C:7]2[CH:12]=[CH:11][C:10]([S:13]([NH:16][CH2:17][C:18]([F:21])([F:20])[F:19])(=[O:15])=[O:14])=[CH:9][C:8]=2[N+:22]([O-:24])=[O:23])[CH2:26]1, predict the reactants needed to synthesize it. (4) Given the product [CH2:1]([C:5]1[N:6]=[C:7]([CH3:27])[N:8]([CH2:35][C:36]([CH3:47])([CH3:46])[CH2:37][O:38][Si:39]([C:42]([CH3:45])([CH3:44])[CH3:43])([CH3:40])[CH3:41])[C:9](=[O:26])[C:10]=1[CH2:11][C:12]1[CH:17]=[CH:16][C:15]([C:18]2[C:19]([C:24]#[N:25])=[CH:20][CH:21]=[CH:22][CH:23]=2)=[CH:14][CH:13]=1)[CH2:2][CH2:3][CH3:4], predict the reactants needed to synthesize it. The reactants are: [CH2:1]([C:5]1[N:6]=[C:7]([CH3:27])[NH:8][C:9](=[O:26])[C:10]=1[CH2:11][C:12]1[CH:17]=[CH:16][C:15]([C:18]2[C:19]([C:24]#[N:25])=[CH:20][CH:21]=[CH:22][CH:23]=2)=[CH:14][CH:13]=1)[CH2:2][CH2:3][CH3:4].C(=O)([O-])[O-].[Cs+].[Cs+].Br[CH2:35][C:36]([CH3:47])([CH3:46])[CH2:37][O:38][Si:39]([C:42]([CH3:45])([CH3:44])[CH3:43])([CH3:41])[CH3:40].CN(C)C(=O)C. (5) Given the product [F:12][C:2]1([F:1])[O:3][C:4]2[CH:10]=[C:9]([OH:11])[C:8]([C:28]3([OH:35])[C:29]4[C:34](=[CH:33][CH:32]=[CH:31][CH:30]=4)[N:26]([CH2:25][C:23]4[O:24][C:20]([C:19]([F:38])([F:37])[F:18])=[CH:21][CH:22]=4)[C:27]3=[O:36])=[CH:7][C:5]=2[O:6]1, predict the reactants needed to synthesize it. The reactants are: [F:1][C:2]1([F:12])[O:6][C:5]2[CH:7]=[CH:8][C:9]([OH:11])=[CH:10][C:4]=2[O:3]1.C([Mg]Cl)(C)C.[F:18][C:19]([F:38])([F:37])[C:20]1[O:24][C:23]([CH2:25][N:26]2[C:34]3[C:29](=[CH:30][CH:31]=[CH:32][CH:33]=3)[C:28](=[O:35])[C:27]2=[O:36])=[CH:22][CH:21]=1.[Cl-].[NH4+]. (6) Given the product [I:23][C:19]1[C:12]([C:13]([O:15][CH:16]([CH3:18])[CH3:17])=[O:14])=[C:11]([O:9][CH2:8][CH:4]2[CH2:5][CH2:6][CH2:7][O:3]2)[N:22]=[CH:21][CH:20]=1, predict the reactants needed to synthesize it. The reactants are: [H-].[Na+].[O:3]1[CH2:7][CH2:6][CH2:5][CH:4]1[CH2:8][OH:9].F[C:11]1[N:22]=[CH:21][CH:20]=[C:19]([I:23])[C:12]=1[C:13]([O:15][CH:16]([CH3:18])[CH3:17])=[O:14].C(OCC)(=O)C. (7) Given the product [CH3:1][O:2][C:3]1[CH:4]=[C:5]2[C:9](=[CH:10][CH:11]=1)[NH:8][C:7]([CH3:12])=[C:6]2[CH2:13][C:14]([NH:16][C@H:17]([C:21]([NH:23][C:24]1[CH:33]=[CH:32][C:31]2[C:26](=[CH:27][CH:28]=[CH:29][CH:30]=2)[CH:25]=1)=[O:22])[CH2:18][CH2:19][S:20][CH2:38][CH2:37][C:35](=[O:36])[CH3:34])=[O:15], predict the reactants needed to synthesize it. The reactants are: [CH3:1][O:2][C:3]1[CH:4]=[C:5]2[C:9](=[CH:10][CH:11]=1)[NH:8][C:7]([CH3:12])=[C:6]2[CH2:13][C:14]([NH:16][C@H:17]([C:21]([NH:23][C:24]1[CH:33]=[CH:32][C:31]2[C:26](=[CH:27][CH:28]=[CH:29][CH:30]=2)[CH:25]=1)=[O:22])[CH2:18][CH2:19][SH:20])=[O:15].[CH3:34][C:35]([CH:37]=[CH2:38])=[O:36].C([O-])([O-])=O.[K+].[K+].